The task is: Predict the product of the given reaction.. This data is from Forward reaction prediction with 1.9M reactions from USPTO patents (1976-2016). (1) Given the reactants [N+:1]([C:4]1[S:8][C:7]([C:9]2[CH:10]=[CH:11][C:12]([NH2:15])=[N:13][CH:14]=2)=[CH:6][CH:5]=1)([O-])=O.CC(O)C, predict the reaction product. The product is: [NH2:1][C:4]1[S:8][C:7]([C:9]2[CH:10]=[CH:11][C:12]([NH2:15])=[N:13][CH:14]=2)=[CH:6][CH:5]=1. (2) Given the reactants [N:1]([C:4]1[S:8][C:7]2[CH2:9][CH2:10][CH2:11][CH2:12][CH2:13][CH2:14][C:6]=2[C:5]=1[C:15]([O:17]C)=O)=[C:2]=[S:3].[CH3:19][C:20]1[N:24]([CH2:25][CH2:26][CH2:27][NH2:28])[CH:23]=[N:22][CH:21]=1, predict the reaction product. The product is: [CH3:19][C:20]1[N:24]([CH2:25][CH2:26][CH2:27][N:28]2[C:15](=[O:17])[C:5]3[C:6]4[CH2:14][CH2:13][CH2:12][CH2:11][CH2:10][CH2:9][C:7]=4[S:8][C:4]=3[NH:1][C:2]2=[S:3])[CH:23]=[N:22][CH:21]=1. (3) Given the reactants [CH2:1]([C:3]1[CH:15]=[C:14]([C:16]2[N:20]=[C:19]([C:21]3[CH:26]=[C:25]([CH3:27])[C:24]([CH2:28][CH:29]([CH3:31])[CH3:30])=[CH:23][N:22]=3)[O:18][N:17]=2)[CH:13]=[C:12]([CH3:32])[C:4]=1[O:5][CH2:6][C@@H:7]([OH:11])[CH2:8][NH:9][CH3:10])[CH3:2].Cl.[CH3:34][O:35][C:36](=[O:40])[CH2:37]CN.C(N(CC)CC)C, predict the reaction product. The product is: [CH3:34][O:35][C:36](=[O:40])[CH2:37][CH2:10][NH:9][CH2:8][C@H:7]([OH:11])[CH2:6][O:5][C:4]1[C:12]([CH3:32])=[CH:13][C:14]([C:16]2[N:20]=[C:19]([C:21]3[CH:26]=[C:25]([CH3:27])[C:24]([CH2:28][CH:29]([CH3:31])[CH3:30])=[CH:23][N:22]=3)[O:18][N:17]=2)=[CH:15][C:3]=1[CH2:1][CH3:2].